Dataset: NCI-60 drug combinations with 297,098 pairs across 59 cell lines. Task: Regression. Given two drug SMILES strings and cell line genomic features, predict the synergy score measuring deviation from expected non-interaction effect. (1) Synergy scores: CSS=1.18, Synergy_ZIP=1.26, Synergy_Bliss=0.415, Synergy_Loewe=0.322, Synergy_HSA=0.536. Drug 2: C#CCC(CC1=CN=C2C(=N1)C(=NC(=N2)N)N)C3=CC=C(C=C3)C(=O)NC(CCC(=O)O)C(=O)O. Cell line: NCI-H522. Drug 1: CC1=C(C=C(C=C1)NC2=NC=CC(=N2)N(C)C3=CC4=NN(C(=C4C=C3)C)C)S(=O)(=O)N.Cl. (2) Drug 1: CC(CN1CC(=O)NC(=O)C1)N2CC(=O)NC(=O)C2. Drug 2: B(C(CC(C)C)NC(=O)C(CC1=CC=CC=C1)NC(=O)C2=NC=CN=C2)(O)O. Cell line: HCT116. Synergy scores: CSS=25.1, Synergy_ZIP=-1.44, Synergy_Bliss=-2.51, Synergy_Loewe=-0.809, Synergy_HSA=-0.652. (3) Drug 1: C1=CC(=C2C(=C1NCCNCCO)C(=O)C3=C(C=CC(=C3C2=O)O)O)NCCNCCO. Drug 2: C1=NC2=C(N1)C(=S)N=CN2. Cell line: HL-60(TB). Synergy scores: CSS=72.3, Synergy_ZIP=-0.0594, Synergy_Bliss=0.00597, Synergy_Loewe=-3.16, Synergy_HSA=1.84. (4) Drug 1: CC1CCC2CC(C(=CC=CC=CC(CC(C(=O)C(C(C(=CC(C(=O)CC(OC(=O)C3CCCCN3C(=O)C(=O)C1(O2)O)C(C)CC4CCC(C(C4)OC)OCCO)C)C)O)OC)C)C)C)OC. Drug 2: C1C(C(OC1N2C=NC(=NC2=O)N)CO)O. Cell line: UO-31. Synergy scores: CSS=13.5, Synergy_ZIP=-7.28, Synergy_Bliss=-1.40, Synergy_Loewe=0.0195, Synergy_HSA=0.165.